Dataset: NCI-60 drug combinations with 297,098 pairs across 59 cell lines. Task: Regression. Given two drug SMILES strings and cell line genomic features, predict the synergy score measuring deviation from expected non-interaction effect. Drug 1: CCCCCOC(=O)NC1=NC(=O)N(C=C1F)C2C(C(C(O2)C)O)O. Drug 2: CC1=C(C(=O)C2=C(C1=O)N3CC4C(C3(C2COC(=O)N)OC)N4)N. Cell line: SF-295. Synergy scores: CSS=53.2, Synergy_ZIP=-1.26, Synergy_Bliss=-1.62, Synergy_Loewe=-55.4, Synergy_HSA=-2.49.